Task: Predict the reaction yield, written as a fraction of the theoretical maximum amount of product (1.0 means a 100% yield; for example, 0.34 means a 34% yield).. Dataset: Reaction yield outcomes from USPTO patents with 853,638 reactions The reactants are [Cl:1][C:2]1[CH:3]=[C:4]([N:9]=[C:10]=[O:11])[CH:5]=[CH:6][C:7]=1[Cl:8].[OH:12][C:13]1[CH:18]=[CH:17][C:16]([CH:19]([NH:24][CH2:25][CH:26]=[CH2:27])[C:20](OC)=[O:21])=[CH:15][CH:14]=1. The catalyst is C1COCC1. The product is [Cl:1][C:2]1[CH:3]=[C:4]([N:9]2[C:20](=[O:21])[CH:19]([C:16]3[CH:17]=[CH:18][C:13]([OH:12])=[CH:14][CH:15]=3)[N:24]([CH2:25][CH:26]=[CH2:27])[C:10]2=[O:11])[CH:5]=[CH:6][C:7]=1[Cl:8]. The yield is 0.540.